This data is from Full USPTO retrosynthesis dataset with 1.9M reactions from patents (1976-2016). The task is: Predict the reactants needed to synthesize the given product. (1) Given the product [Cl:1][C:2]1[N:3]=[CH:4][C:5]2[CH:11]=[C:27]([C:15]3[CH:16]=[CH:17][C:18]([C:20]4[C:25]([CH3:26])=[N:24][CH:23]=[CH:22][N:21]=4)=[CH:19][C:14]=3[CH3:13])[C:28](=[O:29])[N:8]([CH2:9][CH3:10])[C:6]=2[N:7]=1, predict the reactants needed to synthesize it. The reactants are: [Cl:1][C:2]1[N:7]=[C:6]([NH:8][CH2:9][CH3:10])[C:5]([CH:11]=O)=[CH:4][N:3]=1.[CH3:13][C:14]1[CH:19]=[C:18]([C:20]2[C:25]([CH3:26])=[N:24][CH:23]=[CH:22][N:21]=2)[CH:17]=[CH:16][C:15]=1[CH2:27][C:28](OC)=[O:29].C1CCN2C(=NCCC2)CC1. (2) The reactants are: Cl[C:2]1[N:7]=[CH:6][C:5]([C:8]([OH:10])=[O:9])=[CH:4][CH:3]=1.[CH:11]1([OH:17])[CH2:16][CH2:15][CH2:14][CH2:13][CH2:12]1.[H-].[Na+]. Given the product [CH:11]1([O:17][C:2]2[N:7]=[CH:6][C:5]([C:8]([OH:10])=[O:9])=[CH:4][CH:3]=2)[CH2:16][CH2:15][CH2:14][CH2:13][CH2:12]1, predict the reactants needed to synthesize it. (3) Given the product [CH2:15]([O:1][CH:2]1[CH2:3][N:4]([C:6]([O:8][C:9]([CH3:12])([CH3:11])[CH3:10])=[O:7])[CH2:5]1)[C:16]1[CH:21]=[CH:20][CH:19]=[CH:18][CH:17]=1, predict the reactants needed to synthesize it. The reactants are: [OH:1][CH:2]1[CH2:5][N:4]([C:6]([O:8][C:9]([CH3:12])([CH3:11])[CH3:10])=[O:7])[CH2:3]1.[H-].[Na+].[CH2:15](Br)[C:16]1[CH:21]=[CH:20][CH:19]=[CH:18][CH:17]=1. (4) Given the product [F:1][C:2]1[N:3]=[CH:4][C:5]([CH:15]2[CH2:20][CH2:19][NH:18][CH2:17][CH2:16]2)=[CH:6][CH:7]=1, predict the reactants needed to synthesize it. The reactants are: [F:1][C:2]1[CH:7]=[CH:6][C:5](Br)=[CH:4][N:3]=1.C([Li])CCC.O=[C:15]1[CH2:20][CH2:19][N:18](C(OC(C)(C)C)=O)[CH2:17][CH2:16]1.O. (5) Given the product [IH:1].[CH3:2][N:3]([CH2:10][CH2:11][O:12][C:13]1[CH:26]=[CH:25][C:16]([CH2:17][CH:18]2[S:22][C:21](=[O:23])[NH:20][C:19]2=[O:24])=[CH:15][CH:14]=1)[C:4]1[CH:9]=[CH:8][CH:7]=[CH:6][N:5]=1, predict the reactants needed to synthesize it. The reactants are: [IH:1].[CH3:2][N:3]([CH2:10][CH2:11][O:12][C:13]1[CH:26]=[CH:25][C:16]([CH2:17][CH:18]2[S:22][C:21](=[O:23])[NH:20][C:19]2=[O:24])=[CH:15][CH:14]=1)[C:4]1[CH:9]=[CH:8][CH:7]=[CH:6][N:5]=1. (6) Given the product [CH2:13]([N:15]1[C:21]2[N:22]=[CH:23][C:24]([CH2:26][CH2:27][O:28][C:36]3[CH:41]=[CH:40][C:39]([C:42]4[CH:46]=[C:45]([C:47]([O:49][CH2:50][CH3:51])=[O:48])[O:44][N:43]=4)=[CH:38][C:37]=3[CH3:52])=[CH:25][C:20]=2[C:19](=[O:29])[N:18]([CH3:30])[C:17]2[CH:31]=[CH:32][CH:33]=[N:34][C:16]1=2)[CH3:14], predict the reactants needed to synthesize it. The reactants are: CCOC(/N=N/C(OCC)=O)=O.[CH2:13]([N:15]1[C:21]2[N:22]=[CH:23][C:24]([CH2:26][CH2:27][OH:28])=[CH:25][C:20]=2[C:19](=[O:29])[N:18]([CH3:30])[C:17]2[CH:31]=[CH:32][CH:33]=[N:34][C:16]1=2)[CH3:14].O[C:36]1[CH:41]=[CH:40][C:39]([C:42]2[CH:46]=[C:45]([C:47]([O:49][CH2:50][CH3:51])=[O:48])[O:44][N:43]=2)=[CH:38][C:37]=1[CH3:52].C1C=CC(P(C2C=CC=CC=2)C2C=CC=CC=2)=CC=1. (7) Given the product [Cl:27][C:22]1[CH:21]=[C:20]([CH:25]=[CH:24][C:23]=1[Cl:26])[CH2:19][NH:18][C:12]1[C:11]2[C:16](=[C:7]([O:6][CH2:5][CH2:4][NH:3][S:29]([CH2:28][CH3:34])(=[O:31])=[O:30])[CH:8]=[CH:9][CH:10]=2)[N:15]=[C:14]([CH3:17])[CH:13]=1, predict the reactants needed to synthesize it. The reactants are: Cl.Cl.[NH2:3][CH2:4][CH2:5][O:6][C:7]1[CH:8]=[CH:9][CH:10]=[C:11]2[C:16]=1[N:15]=[C:14]([CH3:17])[CH:13]=[C:12]2[NH:18][CH2:19][C:20]1[CH:25]=[CH:24][C:23]([Cl:26])=[C:22]([Cl:27])[CH:21]=1.[CH3:28][S:29](Cl)(=[O:31])=[O:30].N1C=CC=C[CH:34]=1. (8) Given the product [CH3:25][O:26][C:27]1[CH:64]=[CH:63][C:62]([O:65][CH3:66])=[CH:61][C:28]=1[CH2:29][N:30]([C:34]1[CH:39]=[C:38]([F:40])[CH:37]=[CH:36][C:35]=1[O:41][C:42]1[CH:43]=[CH:44][C:45]([CH3:1])=[CH:46][CH:47]=1)[C:31](=[O:33])[CH3:32], predict the reactants needed to synthesize it. The reactants are: [CH3:1]C1C(P(C2C(C)=CC=CC=2)C2C(C)=CC=CC=2)=CC=CC=1.CI.[CH3:25][O:26][C:27]1[CH:64]=[CH:63][C:62]([O:65][CH3:66])=[CH:61][C:28]=1[CH2:29][N:30]([C:34]1[CH:39]=[C:38]([F:40])[CH:37]=[CH:36][C:35]=1[O:41][C:42]1[CH:47]=[CH:46][C:45]([Sn](CCCC)(CCCC)CCCC)=[CH:44][CH:43]=1)[C:31](=[O:33])[CH3:32].O. (9) The reactants are: C([N:3]([CH2:6]C)[CH2:4][CH3:5])C.CS(Cl)(=O)=O.S1C=C(C=O)[N:15]=C1.[Br-].[Li+].[CH2:22]1C[O:25][CH2:24][CH2:23]1. Given the product [OH:25][CH2:24][CH2:23][C:22]1[CH:5]=[CH:4][N:3]=[CH:6][N:15]=1, predict the reactants needed to synthesize it.